Task: Predict the product of the given reaction.. Dataset: Forward reaction prediction with 1.9M reactions from USPTO patents (1976-2016) (1) Given the reactants CO[C:3]([C:5]1[CH:6]=[C:7]([CH:15]2[CH2:18][CH2:17][CH2:16]2)[N:8]2[C:13]=1[C:12]([Cl:14])=[CH:11][CH:10]=[CH:9]2)=[O:4].Cl.[NH2:20][CH2:21][C:22]1([OH:32])[CH2:27][CH2:26][CH2:25][CH:24]([C:28]([F:31])([F:30])[F:29])[CH2:23]1.C(N(C(C)C)C(C)C)C.N12CCN(CC1)CC2.C[Al](C)C, predict the reaction product. The product is: [Cl:14][C:12]1[C:13]2[N:8]([C:7]([CH:15]3[CH2:16][CH2:17][CH2:18]3)=[CH:6][C:5]=2[C:3]([NH:20][CH2:21][C:22]2([OH:32])[CH2:27][CH2:26][CH2:25][CH:24]([C:28]([F:30])([F:31])[F:29])[CH2:23]2)=[O:4])[CH:9]=[CH:10][CH:11]=1. (2) The product is: [N:3]1[CH:8]=[CH:7][CH:6]=[CH:5][C:4]=1[C:9]#[C:10][C:11]1[CH:12]=[C:13]([CH:18]=[CH:19][C:20]=1[C:21]([F:22])([F:23])[F:24])[C:14]([OH:16])=[O:15]. Given the reactants [OH-].[Na+].[N:3]1[CH:8]=[CH:7][CH:6]=[CH:5][C:4]=1[C:9]#[C:10][C:11]1[CH:12]=[C:13]([CH:18]=[CH:19][C:20]=1[C:21]([F:24])([F:23])[F:22])[C:14]([O:16]C)=[O:15].CO.Cl, predict the reaction product. (3) Given the reactants [CH:1]1[C:13]2[N:12]([C:14]3[CH:19]=[CH:18][C:17]([C:20]4[O:24][C:23]([C:25]5[CH:26]=[C:27]([OH:31])[CH:28]=[CH:29][CH:30]=5)=[N:22][N:21]=4)=[CH:16][CH:15]=3)[C:11]3[C:6](=[CH:7][CH:8]=[CH:9][CH:10]=3)[C:5]=2[CH:4]=[CH:3][CH:2]=1.[C:32]([O:37][CH2:38][CH2:39]Br)(=[O:36])[C:33]([CH3:35])=[CH2:34].C([O-])([O-])=O.[K+].[K+].O, predict the reaction product. The product is: [C:32]([O:37][CH2:38][CH2:39][O:31][C:27]1[CH:28]=[CH:29][CH:30]=[C:25]([C:23]2[O:24][C:20]([C:17]3[CH:18]=[CH:19][C:14]([N:12]4[C:11]5[CH:10]=[CH:9][CH:8]=[CH:7][C:6]=5[C:5]5[C:13]4=[CH:1][CH:2]=[CH:3][CH:4]=5)=[CH:15][CH:16]=3)=[N:21][N:22]=2)[CH:26]=1)(=[O:36])[C:33]([CH3:35])=[CH2:34].